This data is from Forward reaction prediction with 1.9M reactions from USPTO patents (1976-2016). The task is: Predict the product of the given reaction. (1) The product is: [C:1]([O:4][CH2:5][C:6]1[CH:11]=[CH:10][N:9]=[C:8]2[N:12]([C:18]3[CH:19]=[CH:20][C:21]([OH:24])=[CH:22][CH:23]=3)[C:13](=[O:17])[N:14]([CH2:15][CH3:16])[C:7]=12)(=[O:3])[CH3:2]. Given the reactants [C:1]([O:4][CH2:5][C:6]1[CH:11]=[CH:10][N:9]=[C:8]2[N:12]([C:18]3[CH:23]=[CH:22][C:21]([O:24][Si](C(C)C)(C(C)C)C(C)C)=[CH:20][CH:19]=3)[C:13](=[O:17])[N:14]([CH2:15][CH3:16])[C:7]=12)(=[O:3])[CH3:2].[F-].C([N+](CCCC)(CCCC)CCCC)CCC.O, predict the reaction product. (2) Given the reactants [Cl:1][C:2]1[CH:3]=[C:4]([CH2:9][CH2:10][C:11]([OH:13])=O)[CH:5]=[CH:6][C:7]=1[Cl:8], predict the reaction product. The product is: [Cl:1][C:2]1[CH:3]=[C:4]2[C:5](=[CH:6][C:7]=1[Cl:8])[C:11](=[O:13])[CH2:10][CH2:9]2. (3) Given the reactants [NH2:1][CH:2]([C:10]1[C:15]([O:16][CH3:17])=[CH:14][N:13]=[CH:12][C:11]=1[O:18][CH3:19])[CH2:3][CH2:4][CH2:5][C:6]([O:8]C)=O.[CH:20]1[C:28]2[C:27]3[CH:29]=[CH:30][CH:31]=[CH:32][C:26]=3[O:25][C:24]=2[CH:23]=[CH:22][C:21]=1[CH:33]=O, predict the reaction product. The product is: [CH:20]1[C:28]2[C:27]3[CH:29]=[CH:30][CH:31]=[CH:32][C:26]=3[O:25][C:24]=2[CH:23]=[CH:22][C:21]=1[CH2:33][N:1]1[CH:2]([C:10]2[C:15]([O:16][CH3:17])=[CH:14][N:13]=[CH:12][C:11]=2[O:18][CH3:19])[CH2:3][CH2:4][CH2:5][C:6]1=[O:8]. (4) Given the reactants [Li][C:2]([CH3:5])(C)[CH3:3].C([O:9][C:10]1[CH:15]=[CH:14][CH:13]=[CH:12][C:11]=1Br)C=C.CN(CCN(C)C)C, predict the reaction product. The product is: [CH:5]1([C:11]2[CH:12]=[CH:13][CH:14]=[CH:15][C:10]=2[OH:9])[CH2:2][CH2:3]1. (5) Given the reactants [CH:1]1([C:4]2[CH:9]=[CH:8][N:7]=[CH:6][C:5]=2[N:10]2[CH2:14][CH2:13][NH:12][C:11]2=[O:15])[CH2:3][CH2:2]1.Cl[C:17]1[CH:22]=[C:21]([O:23][CH3:24])[N:20]=[CH:19][N:18]=1.C(=O)([O-])[O-].[Cs+].[Cs+], predict the reaction product. The product is: [CH:1]1([C:4]2[CH:9]=[CH:8][N:7]=[CH:6][C:5]=2[N:10]2[CH2:14][CH2:13][N:12]([C:17]3[CH:22]=[C:21]([O:23][CH3:24])[N:20]=[CH:19][N:18]=3)[C:11]2=[O:15])[CH2:3][CH2:2]1.